This data is from Full USPTO retrosynthesis dataset with 1.9M reactions from patents (1976-2016). The task is: Predict the reactants needed to synthesize the given product. (1) Given the product [Br:11][C:5]1[CH:6]=[C:7]([N+:8]([O-:10])=[O:9])[C:2]([C:19]2[CH:20]=[CH:21][C:16]([C:14]([O:13][CH3:12])=[O:15])=[CH:17][CH:18]=2)=[N:3][CH:4]=1, predict the reactants needed to synthesize it. The reactants are: Br[C:2]1[C:7]([N+:8]([O-:10])=[O:9])=[CH:6][C:5]([Br:11])=[CH:4][N:3]=1.[CH3:12][O:13][C:14]([C:16]1[CH:21]=[CH:20][C:19](B(O)O)=[CH:18][CH:17]=1)=[O:15].[O-]P([O-])([O-])=O.[K+].[K+].[K+]. (2) Given the product [F:22][C:2]1([F:1])[CH2:7][CH2:6][N:5]([C:8]2[CH:17]=[CH:16][C:11]([C:12]3[N:13]=[C:28]([C:27]4[CH:31]=[CH:32][C:24]([F:23])=[CH:25][CH:26]=4)[O:15][N:14]=3)=[CH:10][C:9]=2[C:18]([F:19])([F:20])[F:21])[CH2:4][CH2:3]1, predict the reactants needed to synthesize it. The reactants are: [F:1][C:2]1([F:22])[CH2:7][CH2:6][N:5]([C:8]2[CH:17]=[CH:16][C:11]([C:12](=[N:14][OH:15])[NH2:13])=[CH:10][C:9]=2[C:18]([F:21])([F:20])[F:19])[CH2:4][CH2:3]1.[F:23][C:24]1[CH:32]=[CH:31][C:27]([C:28](Cl)=O)=[CH:26][CH:25]=1.N1C=CC=CC=1. (3) Given the product [NH:13]1[C:14]2[CH:19]=[CH:18][CH:17]=[CH:16][C:15]=2[N:11]=[C:12]1[C@H:8]([NH:9][C:10]([NH:23][CH2:24][CH2:25][CH2:26][OH:27])=[O:20])[CH2:7][C:6]1[CH:21]=[CH:22][C:3]([O:2][CH3:1])=[CH:4][CH:5]=1, predict the reactants needed to synthesize it. The reactants are: [CH3:1][O:2][C:3]1[CH:22]=[CH:21][C:6]([CH2:7][C@@H:8]2[C:12]3=[N:13][C:14]4[CH:19]=[CH:18][CH:17]=[CH:16][C:15]=4[N:11]3[C:10](=[O:20])[NH:9]2)=[CH:5][CH:4]=1.[NH2:23][CH2:24][CH2:25][CH2:26][OH:27].C(O)(C(F)(F)F)=O. (4) Given the product [Cl:15][C:14]1[C:13]2[C:8](=[CH:9][CH:10]=[C:11]([C:16]3[CH:21]=[CH:20][C:19]([C:22]([F:25])([F:23])[F:24])=[CH:18][N:17]=3)[CH:12]=2)[N:7]([C:33]2[CH:34]=[CH:35][C:30]([O:29][CH:26]3[CH2:28][CH2:27]3)=[CH:31][CH:32]=2)[C:6]=1[C:4]([OH:3])=[O:5], predict the reactants needed to synthesize it. The reactants are: C([O:3][C:4]([C:6]1[NH:7][C:8]2[C:13]([C:14]=1[Cl:15])=[CH:12][C:11]([C:16]1[CH:21]=[CH:20][C:19]([C:22]([F:25])([F:24])[F:23])=[CH:18][N:17]=1)=[CH:10][CH:9]=2)=[O:5])C.[CH:26]1([O:29][C:30]2[CH:35]=[CH:34][C:33](B(O)O)=[CH:32][CH:31]=2)[CH2:28][CH2:27]1. (5) Given the product [OH:13][CH2:12][C:11]1[C:6]([CH3:5])=[C:7]([O:18][C:19](=[O:21])[CH3:20])[C:8]([CH3:17])=[N:9][C:10]=1[CH2:14][CH2:15][CH3:16], predict the reactants needed to synthesize it. The reactants are: C(O[CH2:5][C:6]1[C:11]([CH2:12][OH:13])=[C:10]([CH:14]2[CH2:16][CH2:15]2)[N:9]=[C:8]([CH3:17])[C:7]=1[O:18][C:19](=[O:21])[CH3:20])(O)=O. (6) The reactants are: [F:1][C:2]1[CH:24]=[CH:23][CH:22]=[CH:21][C:3]=1[O:4][C:5]1[C:18](=[O:19])[N:17]([CH3:20])[C:8]2[N:9]=[C:10](S(C)(=O)=O)[N:11]=[CH:12][C:7]=2[CH:6]=1.[NH2:25][C:26]1[CH:30]=[C:29]([OH:31])[NH:28][N:27]=1. Given the product [F:1][C:2]1[CH:24]=[CH:23][CH:22]=[CH:21][C:3]=1[O:4][C:5]1[C:18](=[O:19])[N:17]([CH3:20])[C:8]2[N:9]=[C:10]([NH:25][C:26]3[CH:30]=[C:29]([OH:31])[NH:28][N:27]=3)[N:11]=[CH:12][C:7]=2[CH:6]=1, predict the reactants needed to synthesize it. (7) Given the product [O:12]1[CH2:13][CH2:14][CH2:15][CH2:16][CH:11]1[N:8]1[C:7]2[CH:17]=[CH:18][C:4]([C:24]#[C:23][Si:20]([CH3:22])([CH3:21])[CH3:19])=[CH:5][C:6]=2[N:10]=[N:9]1, predict the reactants needed to synthesize it. The reactants are: N#N.Br[C:4]1[CH:18]=[CH:17][C:7]2[N:8]([CH:11]3[CH2:16][CH2:15][CH2:14][CH2:13][O:12]3)[N:9]=[N:10][C:6]=2[CH:5]=1.[CH3:19][Si:20]([C:23]#[CH:24])([CH3:22])[CH3:21].